Predict the reaction yield, written as a fraction of the theoretical maximum amount of product (1.0 means a 100% yield; for example, 0.34 means a 34% yield). From a dataset of Reaction yield outcomes from USPTO patents with 853,638 reactions. (1) The reactants are Br[C:2]1[CH:7]=[CH:6][C:5]([C:8]2[N:9]([CH2:13][CH:14]3[CH2:18][CH2:17][N:16]([C:19]([CH:21]4[CH2:23][CH2:22]4)=[O:20])[CH2:15]3)[CH:10]=[CH:11][N:12]=2)=[CH:4][CH:3]=1.[NH:24]1[C:32]2[C:27](=[CH:28][CH:29]=[C:30](B(O)O)[CH:31]=2)[CH:26]=[CH:25]1. No catalyst specified. The product is [CH:21]1([C:19]([N:16]2[CH2:17][CH2:18][CH:14]([CH2:13][N:9]3[CH:10]=[CH:11][N:12]=[C:8]3[C:5]3[CH:6]=[CH:7][C:2]([C:30]4[CH:31]=[C:32]5[C:27]([CH:26]=[CH:25][NH:24]5)=[CH:28][CH:29]=4)=[CH:3][CH:4]=3)[CH2:15]2)=[O:20])[CH2:23][CH2:22]1. The yield is 0.410. (2) The reactants are Br[C:2]1[N:7]=[CH:6][C:5]2[C:8]([C:14]3[N:18](C4CCCCO4)[N:17]=[CH:16][C:15]=3[CH3:25])=[CH:9][N:10]([CH:11]([CH3:13])[CH3:12])[C:4]=2[CH:3]=1.[NH2:26][C:27]1[CH:32]=[CH:31][N:30]=[C:29]([N:33]2[CH2:38][CH2:37][CH:36]([OH:39])[C:35]([CH3:41])([CH3:40])[CH2:34]2)[N:28]=1.CC(C)([O-])C.[Na+].C(O)(C)(C)C.Cl.CO. No catalyst specified. The product is [CH:11]([N:10]1[C:4]2[CH:3]=[C:2]([NH:26][C:27]3[CH:32]=[CH:31][N:30]=[C:29]([N:33]4[CH2:38][CH2:37][CH:36]([OH:39])[C:35]([CH3:41])([CH3:40])[CH2:34]4)[N:28]=3)[N:7]=[CH:6][C:5]=2[C:8]([C:14]2[NH:18][N:17]=[CH:16][C:15]=2[CH3:25])=[CH:9]1)([CH3:12])[CH3:13]. The yield is 0.110. (3) The reactants are C(N1C2C(=CC(N)=CC=2)CC1)(=O)C.[C:14]([N:17]1[C:25]2[CH:24]=[C:23]3[C:26](=[O:30])[C:27](=[O:29])[NH:28][C:22]3=[CH:21][C:20]=2[CH2:19][CH2:18]1)(=[O:16])[CH3:15].[CH:31]1[C:36]([NH:37][NH2:38])=[CH:35][CH:34]=[C:33]([S:39]([NH2:42])(=[O:41])=[O:40])[CH:32]=1.Cl. No catalyst specified. The product is [C:14]([N:17]1[C:25]2[CH:24]=[C:23]3[C:26](=[O:30])[C:27](=[O:29])[NH:28][C:22]3=[CH:21][C:20]=2[CH2:19][CH2:18]1)(=[O:16])[CH3:15].[C:14]([N:17]1[C:25]2[CH:24]=[C:23]3[C:26](=[N:38][NH:37][C:36]4[CH:35]=[CH:34][C:33]([S:39]([NH2:42])(=[O:40])=[O:41])=[CH:32][CH:31]=4)[C:27](=[O:29])[NH:28][C:22]3=[CH:21][C:20]=2[CH2:19][CH2:18]1)(=[O:16])[CH3:15]. The yield is 0.900. (4) The reactants are [CH2:1]([N:8]([CH2:13][C:14]1[C:19](Cl)=[N:18][C:17]([Cl:21])=[CH:16][N:15]=1)[CH2:9][C@@H:10]([OH:12])[CH3:11])[C:2]1[CH:7]=[CH:6][CH:5]=[CH:4][CH:3]=1.[H-].[Na+].O. The catalyst is C1COCC1. The product is [CH2:1]([N:8]1[CH2:13][C:14]2[N:15]=[CH:16][C:17]([Cl:21])=[N:18][C:19]=2[O:12][C@@H:10]([CH3:11])[CH2:9]1)[C:2]1[CH:7]=[CH:6][CH:5]=[CH:4][CH:3]=1. The yield is 0.520. (5) The reactants are [C:1]1([CH2:11][CH2:12][C@H:13]2[CH2:18][NH:17][CH2:16][CH2:15][NH:14]2)[C:10]2[C:5](=[CH:6][CH:7]=[CH:8][CH:9]=2)[CH:4]=[CH:3][CH:2]=1.[CH3:19][C:20]1[S:29][C:28]2[NH:27][C:26]3[CH:30]=[CH:31][CH:32]=[CH:33][C:25]=3[N:24]=[C:23](N)[C:22]=2[CH:21]=1.C1(C)C=CC=CC=1.C(N(C(C)C)C(C)C)C. The catalyst is C(OCC)(=O)C.O.C(O)(=O)C.CS(C)=O. The product is [CH3:19][C:20]1[S:29][C:28]2[NH:27][C:26]3[CH:30]=[CH:31][CH:32]=[CH:33][C:25]=3[N:24]=[C:23]([N:17]3[CH2:16][CH2:15][NH:14][C@@H:13]([CH2:12][CH2:11][C:1]4[C:10]5[C:5](=[CH:6][CH:7]=[CH:8][CH:9]=5)[CH:4]=[CH:3][CH:2]=4)[CH2:18]3)[C:22]=2[CH:21]=1. The yield is 0.0500. (6) The reactants are [CH3:1][CH:2]([CH3:6])[CH2:3][C:4]#[N:5].[Al+3].[Cl-].[Cl-].[Cl-].[Cl:11][C:12]1[CH:18]=[CH:17][C:15]([NH2:16])=[CH:14][CH:13]=1. The catalyst is C1(C)C=CC=CC=1.O. The product is [Cl:11][C:12]1[CH:18]=[CH:17][C:15]([NH:16][C:4](=[NH:5])[CH2:3][CH:2]([CH3:6])[CH3:1])=[CH:14][CH:13]=1. The yield is 0.580. (7) The reactants are [CH2:1]([N:6]1[C:14]2[N:13]=[CH:12][NH:11][C:10]=2[C:9](=[O:15])[NH:8]/[C:7]/1=[N:16]\[NH2:17])[CH2:2][CH2:3][CH2:4][CH3:5].[F:18][C:19]([F:24])([F:23])[C:20](O)=O. No catalyst specified. The product is [CH2:1]([N:6]1[C:14]2[N:13]=[CH:12][NH:11][C:10]=2[C:9](=[O:15])[N:8]2[C:20]([C:19]([F:24])([F:23])[F:18])=[N:17][N:16]=[C:7]12)[CH2:2][CH2:3][CH2:4][CH3:5]. The yield is 0.602. (8) The reactants are [CH3:1][O:2][C:3]([NH:5][C@@H:6]([CH:52]([CH3:54])[CH3:53])[C:7]([N:9]1[C@@H:13]([CH3:14])[CH2:12][CH2:11][C@H:10]1[C:15]1[NH:16][C:17]([C:20]2[CH:25]=[CH:24][C:23]([C:26]3[CH:31]=[CH:30][C:29]([C:32]4[NH:36][C:35]([C@@H:37]5[CH2:41][C@H:40]([CH2:42][O:43][CH3:44])[CH2:39][N:38]5C(OC(C)(C)C)=O)=[N:34][CH:33]=4)=[CH:28][CH:27]=3)=[CH:22][CH:21]=2)=[CH:18][N:19]=1)=[O:8])=[O:4].Cl.[C:56]([O:60][C:61]([NH:63][C@H:64]([C:68]1[CH:73]=[CH:72][CH:71]=[CH:70][CH:69]=1)[C:65](O)=[O:66])=[O:62])([CH3:59])([CH3:58])[CH3:57].CCOC(C(C#N)=NOC(N1CCOCC1)=[N+](C)C)=O.F[P-](F)(F)(F)(F)F.CCN(C(C)C)C(C)C. The catalyst is C(Cl)Cl.CCOC(C)=O.CN(C=O)C.CO. The product is [CH3:1][O:2][C:3]([NH:5][C@@H:6]([CH:52]([CH3:54])[CH3:53])[C:7]([N:9]1[C@@H:13]([CH3:14])[CH2:12][CH2:11][C@H:10]1[C:15]1[NH:16][C:17]([C:20]2[CH:21]=[CH:22][C:23]([C:26]3[CH:31]=[CH:30][C:29]([C:32]4[NH:36][C:35]([C@@H:37]5[CH2:41][C@H:40]([CH2:42][O:43][CH3:44])[CH2:39][N:38]5[C:65](=[O:66])[C@H:64]([NH:63][C:61](=[O:62])[O:60][C:56]([CH3:57])([CH3:59])[CH3:58])[C:68]5[CH:73]=[CH:72][CH:71]=[CH:70][CH:69]=5)=[N:34][CH:33]=4)=[CH:28][CH:27]=3)=[CH:24][CH:25]=2)=[CH:18][N:19]=1)=[O:8])=[O:4]. The yield is 0.590. (9) The reactants are Cl[CH2:2][C:3](=[O:5])[CH3:4].[CH3:6][O:7][C:8]1[CH:22]=[C:21]([O:23][CH3:24])[CH:20]=[CH:19][C:9]=1[CH2:10][NH:11][C:12]([N:14]=CN(C)C)=[S:13].O.[C:26]([O-])(O)=O.[Na+]. The catalyst is C(#N)C. The product is [CH3:6][O:7][C:8]1[CH:22]=[C:21]([O:23][CH3:24])[CH:20]=[CH:19][C:9]=1[CH2:10][N:11]1[C:2]([C:3](=[O:5])[CH3:4])=[CH:26][S:13][CH:12]1[NH2:14]. The yield is 0.950.